Task: Predict the reactants needed to synthesize the given product.. Dataset: Full USPTO retrosynthesis dataset with 1.9M reactions from patents (1976-2016) (1) Given the product [F:23][C:19]1[C:18]([O:24][CH3:25])=[C:17]([C:13]2[CH:14]=[CH:15][CH:16]=[C:11]([N:9]3[CH:10]=[C:6]([C:4]([C:28]4[CH:33]=[CH:32][CH:31]=[C:30]([F:34])[CH:29]=4)=[O:5])[N:7]=[CH:8]3)[CH:12]=2)[CH:22]=[CH:21][CH:20]=1, predict the reactants needed to synthesize it. The reactants are: CON(C)[C:4]([C:6]1[N:7]=[CH:8][N:9]([C:11]2[CH:12]=[C:13]([C:17]3[CH:22]=[CH:21][CH:20]=[C:19]([F:23])[C:18]=3[O:24][CH3:25])[CH:14]=[CH:15][CH:16]=2)[CH:10]=1)=[O:5].Br[C:28]1[CH:33]=[CH:32][CH:31]=[C:30]([F:34])[CH:29]=1. (2) Given the product [CH3:40][N:41]([CH2:28][C@H:26]1[CH2:27][C@H:24]([C:8]2[N:4]3[CH:5]=[CH:6][N:7]=[C:2]([NH2:1])[C:3]3=[C:10]([C:11]3[CH:16]=[CH:15][C:14]([O:17][C:18]4[CH:19]=[CH:20][CH:21]=[CH:22][CH:23]=4)=[CH:13][CH:12]=3)[N:9]=2)[CH2:25]1)[CH3:42], predict the reactants needed to synthesize it. The reactants are: [NH2:1][C:2]1[C:3]2[N:4]([C:8]([C@H:24]3[CH2:27][C@H:26]([CH2:28]OS(C4C=CC(C)=CC=4)(=O)=O)[CH2:25]3)=[N:9][C:10]=2[C:11]2[CH:16]=[CH:15][C:14]([O:17][C:18]3[CH:23]=[CH:22][CH:21]=[CH:20][CH:19]=3)=[CH:13][CH:12]=2)[CH:5]=[CH:6][N:7]=1.[CH3:40][NH:41][CH3:42]. (3) Given the product [Br:8][C:3]1[CH:4]=[CH:5][C:6]([C:20]2([OH:26])[CH2:25][CH2:24][CH2:23][CH2:22][CH2:21]2)=[CH:7][CH:2]=1, predict the reactants needed to synthesize it. The reactants are: Br[C:2]1[CH:7]=[CH:6][CH:5]=[CH:4][C:3]=1[Br:8].C([Li])CCC.CCCCCC.[C:20]1(=[O:26])[CH2:25][CH2:24][CH2:23][CH2:22][CH2:21]1.[Cl-].[NH4+]. (4) Given the product [F:1][C:2]1[CH:9]=[CH:8][C:5]([CH2:6][O:7][C:11]2[CH:16]=[CH:15][C:14]([N+:17]([O-:19])=[O:18])=[CH:13][N:12]=2)=[CH:4][CH:3]=1, predict the reactants needed to synthesize it. The reactants are: [F:1][C:2]1[CH:9]=[CH:8][C:5]([CH2:6][OH:7])=[CH:4][CH:3]=1.Cl[C:11]1[CH:16]=[CH:15][C:14]([N+:17]([O-:19])=[O:18])=[CH:13][N:12]=1.